Task: Predict the reactants needed to synthesize the given product.. Dataset: Full USPTO retrosynthesis dataset with 1.9M reactions from patents (1976-2016) (1) Given the product [CH:8]1([CH2:9][NH:10][C:33]([CH:31]2[CH2:30][N:29]([C:26]3[CH:25]=[CH:24][C:23]([NH:22][C:20]([N:12]4[CH2:11][C:19]5[CH:18]=[CH:17][N:16]=[CH:15][C:14]=5[CH2:13]4)=[O:21])=[CH:28][CH:27]=3)[CH2:32]2)=[O:34])[CH2:5][CH2:6][CH2:1][CH2:7]1, predict the reactants needed to synthesize it. The reactants are: [C:1]1([CH2:7][CH2:8][CH2:9][NH2:10])[CH:6]=[CH:5]C=CC=1.[CH2:11]1[C:19]2[CH:18]=[CH:17][N:16]=[CH:15][C:14]=2[CH2:13][N:12]1[C:20]([NH:22][C:23]1[CH:28]=[CH:27][C:26]([N:29]2[CH2:32][CH:31]([C:33](O)=[O:34])[CH2:30]2)=[CH:25][CH:24]=1)=[O:21].C1C2C(=CC=CC=2)CN1C(NC1C=CC(C(O)=O)=CC=1)=O. (2) Given the product [ClH:5].[Cl:10][CH2:11][CH2:12][N:13]([C:14]1[CH:15]=[CH:16][C:17]([NH:20][C:4]([Cl:7])=[O:3])=[CH:18][CH:19]=1)[CH2:21][CH2:22][Cl:23], predict the reactants needed to synthesize it. The reactants are: O=C(Cl)[O:3][C:4]([Cl:7])(Cl)[Cl:5].Cl.[Cl:10][CH2:11][CH2:12][N:13]([CH2:21][CH2:22][Cl:23])[C:14]1[CH:19]=[CH:18][C:17]([NH2:20])=[CH:16][CH:15]=1.CCN(CC)CC. (3) Given the product [ClH:19].[ClH:19].[NH:1]1[CH:5]=[CH:4][N:3]=[C:2]1[CH:6]1[CH2:11][CH2:10][NH:9][CH2:8][CH2:7]1, predict the reactants needed to synthesize it. The reactants are: [NH:1]1[CH:5]=[CH:4][N:3]=[C:2]1[CH:6]1[CH2:11][CH2:10][N:9](C(OC(C)(C)C)=O)[CH2:8][CH2:7]1.[ClH:19]. (4) Given the product [ClH:30].[CH2:1]([C:3]1[C:8]([C:57]2[CH:62]=[CH:61][CH:60]=[CH:59][N:58]=2)=[CH:7][CH:6]=[CH:5][C:4]=1[S:16]([NH:19][C@H:20]([C:31]([N:33]1[CH2:38][CH2:37][O:36][CH2:35][C@@H:34]1[CH3:40])=[O:32])[CH2:21][NH:22][C:23]([C:25]1[S:26][C:27]([Cl:30])=[CH:28][CH:29]=1)=[O:24])(=[O:17])=[O:18])[CH3:2], predict the reactants needed to synthesize it. The reactants are: [CH2:1]([C:3]1[C:8](N2CCOCC2=O)=[CH:7][CH:6]=[CH:5][C:4]=1[S:16]([NH:19][C@H:20]([C:31]([N:33]1[CH2:38][CH2:37][O:36][C@H:35](C)[CH2:34]1)=[O:32])[CH2:21][NH:22][C:23]([C:25]1[S:26][C:27]([Cl:30])=[CH:28][CH:29]=1)=[O:24])(=[O:18])=[O:17])[CH3:2].[CH3:40]CN(C(C)C)C(C)C.C(C1C([C:57]2[CH:62]=[CH:61][CH:60]=[CH:59][N:58]=2)=CC=CC=1S(Cl)(=O)=O)C.